Dataset: Forward reaction prediction with 1.9M reactions from USPTO patents (1976-2016). Task: Predict the product of the given reaction. (1) The product is: [C:1]([NH:4][C:5]1[CH:6]=[C:7]([CH:15]=[CH:16][C:17]=1[C:18]([NH2:20])=[O:19])[C:8]([OH:10])=[O:9])(=[O:3])[CH3:2]. Given the reactants [C:1]([NH:4][C:5]1[CH:6]=[C:7]([CH:15]=[CH:16][C:17]=1[C:18]([NH2:20])=[O:19])[C:8]([O:10]C(C)(C)C)=[O:9])(=[O:3])[CH3:2], predict the reaction product. (2) Given the reactants [Cl:1][C:2]1[C:11]([O:12][CH2:13][C:14]2[CH:19]=[CH:18][C:17]([O:20][CH3:21])=[CH:16][CH:15]=2)=[C:10]([O:22][CH2:23][C:24]2[CH:29]=[CH:28][C:27]([O:30][CH3:31])=[CH:26][CH:25]=2)[CH:9]=[C:8]2[C:3]=1[C:4](=[O:36])[C:5]([CH2:34][OH:35])=[N:6][N:7]2[CH2:32][CH3:33], predict the reaction product. The product is: [Cl:1][C:2]1[C:11]([O:12][CH2:13][C:14]2[CH:19]=[CH:18][C:17]([O:20][CH3:21])=[CH:16][CH:15]=2)=[C:10]([O:22][CH2:23][C:24]2[CH:29]=[CH:28][C:27]([O:30][CH3:31])=[CH:26][CH:25]=2)[CH:9]=[C:8]2[C:3]=1[C:4](=[O:36])[C:5]([CH:34]=[O:35])=[N:6][N:7]2[CH2:32][CH3:33]. (3) Given the reactants [NH2:1][CH:2]([CH:17]1[CH2:22][CH2:21][CH2:20][CH2:19][CH2:18]1)[CH2:3][CH2:4][C:5]([N:7]([CH:11]1[CH2:16][CH2:15][CH2:14][CH2:13][CH2:12]1)[CH2:8][CH2:9][OH:10])=[O:6].[N+:23]([C:26]1[C:27]([CH:39]=O)=[CH:28][C:29]([O:32][C:33]2[CH:38]=[CH:37][CH:36]=[CH:35][CH:34]=2)=[N:30][CH:31]=1)([O-:25])=[O:24].[BH-](OC(C)=O)(OC(C)=O)OC(C)=O.[Na+].[OH-].[Na+], predict the reaction product. The product is: [CH:17]1([CH:2]([NH:1][CH2:39][C:27]2[C:26]([N+:23]([O-:25])=[O:24])=[CH:31][N:30]=[C:29]([O:32][C:33]3[CH:34]=[CH:35][CH:36]=[CH:37][CH:38]=3)[CH:28]=2)[CH2:3][CH2:4][C:5]([N:7]([CH:11]2[CH2:12][CH2:13][CH2:14][CH2:15][CH2:16]2)[CH2:8][CH2:9][OH:10])=[O:6])[CH2:18][CH2:19][CH2:20][CH2:21][CH2:22]1. (4) Given the reactants I[C:2]1[CH:7]=[CH:6][C:5]([S:8]([NH:11][C:12]([CH3:16])([C:14]#[CH:15])[CH3:13])(=[O:10])=[O:9])=[CH:4][CH:3]=1.[CH:17]([O:20][C:21]1[CH:26]=[CH:25][C:24](B(O)O)=[CH:23][CH:22]=1)([CH3:19])[CH3:18].C([O-])([O-])=O.[Na+].[Na+], predict the reaction product. The product is: [CH:17]([O:20][C:21]1[CH:26]=[CH:25][C:24]([C:2]2[CH:7]=[CH:6][C:5]([S:8]([NH:11][C:12]([CH3:16])([C:14]#[CH:15])[CH3:13])(=[O:10])=[O:9])=[CH:4][CH:3]=2)=[CH:23][CH:22]=1)([CH3:19])[CH3:18]. (5) The product is: [Cl:18][C:15]1[CH:16]=[CH:17][C:12]([C:4]2[C:5]3[N:6]([C:8](=[O:11])[NH:9][N:10]=3)[NH:7][C:2](=[O:29])[C:3]=2[C:19]2[CH:24]=[CH:23][N:22]=[CH:21][CH:20]=2)=[CH:13][CH:14]=1. Given the reactants Cl[C:2]1[C:3]([C:19]2[CH:24]=[CH:23][N:22]=[CH:21][CH:20]=2)=[C:4]([C:12]2[CH:17]=[CH:16][C:15]([Cl:18])=[CH:14][CH:13]=2)[C:5]2[N:6]([C:8](=[O:11])[NH:9][N:10]=2)[N:7]=1.C[Si]([O:29][Si](C)(C)C)(C)C.[K].[Si](O[K])(C)(C)C, predict the reaction product. (6) Given the reactants [CH3:1][O:2][CH2:3][CH2:4][S:5][C:6]1[CH:11]=[CH:10][CH:9]=[CH:8][C:7]=1[CH2:12][NH2:13].C(N(CC)CC)C.[C:21](O[C:21]([O:23][C:24]([CH3:27])([CH3:26])[CH3:25])=[O:22])([O:23][C:24]([CH3:27])([CH3:26])[CH3:25])=[O:22], predict the reaction product. The product is: [CH3:1][O:2][CH2:3][CH2:4][S:5][C:6]1[CH:11]=[CH:10][CH:9]=[CH:8][C:7]=1[CH2:12][NH:13][C:21](=[O:22])[O:23][C:24]([CH3:27])([CH3:26])[CH3:25]. (7) Given the reactants [CH3:1][N:2]1[C:10]2[C@@:9]3([CH3:14])[C:11]([CH3:13])([CH3:12])[C@H:6]([CH2:7][CH2:8]3)[C:5]=2[C:4](=[O:15])[NH:3]1.[CH3:16][O:17][C:18]([C:20]1[CH:25]=[CH:24][C:23](B(O)O)=[CH:22][CH:21]=1)=[O:19], predict the reaction product. The product is: [CH3:16][O:17][C:18](=[O:19])[C:20]1[CH:25]=[CH:24][C:23]([N:3]2[C:4](=[O:15])[C:5]3[C@@H:6]4[C:11]([CH3:12])([CH3:13])[C@@:9]([CH3:14])([CH2:8][CH2:7]4)[C:10]=3[N:2]2[CH3:1])=[CH:22][CH:21]=1.